From a dataset of Reaction yield outcomes from USPTO patents with 853,638 reactions. Predict the reaction yield, written as a fraction of the theoretical maximum amount of product (1.0 means a 100% yield; for example, 0.34 means a 34% yield). The reactants are [CH2:1]([NH:8][C:9]([C:11]1[S:12][CH:13]=[CH:14][C:15]=1[NH:16][C:17]1[C:18]2[CH:25]=[CH:24][NH:23][C:19]=2[N:20]=[CH:21][N:22]=1)=[O:10])[C:2]1[CH:7]=[CH:6][CH:5]=[CH:4][CH:3]=1.[Cl:26]C1C=C(C=CC=1)CN. No catalyst specified. The product is [Cl:26][C:6]1[CH:7]=[C:2]([CH:3]=[CH:4][CH:5]=1)[CH2:1][NH:8][C:9]([C:11]1[S:12][CH:13]=[CH:14][C:15]=1[NH:16][C:17]1[C:18]2[CH:25]=[CH:24][NH:23][C:19]=2[N:20]=[CH:21][N:22]=1)=[O:10]. The yield is 0.150.